Dataset: Peptide-MHC class I binding affinity with 185,985 pairs from IEDB/IMGT. Task: Regression. Given a peptide amino acid sequence and an MHC pseudo amino acid sequence, predict their binding affinity value. This is MHC class I binding data. (1) The binding affinity (normalized) is 0. The MHC is HLA-B27:05 with pseudo-sequence HLA-B27:05. The peptide sequence is IGKEAIVI. (2) The peptide sequence is EEDEGEELF. The MHC is HLA-A02:01 with pseudo-sequence HLA-A02:01. The binding affinity (normalized) is 0.0847.